This data is from Reaction yield outcomes from USPTO patents with 853,638 reactions. The task is: Predict the reaction yield, written as a fraction of the theoretical maximum amount of product (1.0 means a 100% yield; for example, 0.34 means a 34% yield). (1) The reactants are [OH:1][C:2]1[C:3]([C:26]([NH:28][CH2:29][C:30]([O:32]CC)=[O:31])=[O:27])=[C:4]2[C:9](=[CH:10][CH:11]=1)[N:8]=[C:7]([NH:12][CH2:13][C:14]1[CH:19]=[CH:18][CH:17]=[CH:16][CH:15]=1)[C:6]([C:20]1[CH:25]=[CH:24][CH:23]=[CH:22][CH:21]=1)=[N:5]2.[OH-].[Na+]. The catalyst is C(O)C. The product is [OH:1][C:2]1[C:3]([C:26]([NH:28][CH2:29][C:30]([OH:32])=[O:31])=[O:27])=[C:4]2[C:9](=[CH:10][CH:11]=1)[N:8]=[C:7]([NH:12][CH2:13][C:14]1[CH:15]=[CH:16][CH:17]=[CH:18][CH:19]=1)[C:6]([C:20]1[CH:25]=[CH:24][CH:23]=[CH:22][CH:21]=1)=[N:5]2. The yield is 0.800. (2) The reactants are [NH:1]1[C:5]([C:6]2[CH:13]=[CH:12][CH:11]=[CH:10][C:7]=2[C:8]#[N:9])=[CH:4][N:3]=[CH:2]1.C([O-])([O-])=[O:15].[K+].[K+].OO. The catalyst is CS(C)=O. The product is [NH:3]1[CH:4]=[C:5]([C:6]2[CH:13]=[CH:12][CH:11]=[CH:10][C:7]=2[C:8]([NH2:9])=[O:15])[N:1]=[CH:2]1. The yield is 0.750. (3) The reactants are [C:1](Cl)(=[O:8])[C:2]1[CH:7]=[CH:6][CH:5]=[CH:4][CH:3]=1.[C:10]([C:14]1[CH:29]=[CH:28][C:17]([C:18]([NH:20][C:21]2[C:22]([NH2:27])=[CH:23][CH:24]=[CH:25][CH:26]=2)=[O:19])=[CH:16][CH:15]=1)([CH3:13])([CH3:12])[CH3:11]. No catalyst specified. The product is [C:1]([NH:27][C:22]1[C:21]([NH:20][C:18](=[O:19])[C:17]2[CH:28]=[CH:29][C:14]([C:10]([CH3:12])([CH3:11])[CH3:13])=[CH:15][CH:16]=2)=[CH:26][CH:25]=[CH:24][CH:23]=1)(=[O:8])[C:2]1[CH:7]=[CH:6][CH:5]=[CH:4][CH:3]=1. The yield is 0.540. (4) The reactants are [Br:1][C:2]1[CH:11]=[C:10]([I:12])[C:5]([C:6](OC)=[O:7])=[CH:4][N:3]=1.[H-].C([Al+]CC(C)C)C(C)C. The catalyst is C(Cl)Cl.O1CCCC1. The product is [Br:1][C:2]1[N:3]=[CH:4][C:5]([CH2:6][OH:7])=[C:10]([I:12])[CH:11]=1. The yield is 0.900. (5) The reactants are [C:1]([NH:4][C:5]1[CH:10]=[CH:9][C:8]([S:11]([O-:13])=[O:12])=[CH:7][CH:6]=1)(=[O:3])[CH3:2].[Na+].[F:15][C:16]([F:28])([F:27])[O:17][C:18]1[CH:19]=[C:20](B(O)O)[CH:21]=[CH:22][CH:23]=1.CCN(CC)CC.[NH4+].[OH-]. The catalyst is O1CCOCC1.CS(C)=O.[Cl-].[Na+].O.CC([O-])=O.CC([O-])=O.[Cu+2].CCOC(C)=O. The product is [F:15][C:16]([F:27])([F:28])[O:17][C:18]1[CH:23]=[C:22]([S:11]([C:8]2[CH:7]=[CH:6][C:5]([NH:4][C:1](=[O:3])[CH3:2])=[CH:10][CH:9]=2)(=[O:13])=[O:12])[CH:21]=[CH:20][CH:19]=1. The yield is 0.570. (6) The product is [CH2:1]([N:8]1[CH2:23][CH2:22][C:11]2[N:12]=[CH:13][N:14]=[C:15]([O:16][C@H:17]3[CH2:21][CH2:20][N:19]([C:30]([CH:27]4[CH2:28][CH2:29][O:24][CH2:25][CH2:26]4)=[O:31])[CH2:18]3)[C:10]=2[CH2:9]1)[C:2]1[CH:7]=[CH:6][CH:5]=[CH:4][CH:3]=1. The reactants are [CH2:1]([N:8]1[CH2:23][CH2:22][C:11]2[N:12]=[CH:13][N:14]=[C:15]([O:16][C@H:17]3[CH2:21][CH2:20][NH:19][CH2:18]3)[C:10]=2[CH2:9]1)[C:2]1[CH:7]=[CH:6][CH:5]=[CH:4][CH:3]=1.[O:24]1[CH2:29][CH2:28][CH:27]([C:30](Cl)=[O:31])[CH2:26][CH2:25]1.CCN(CC)CC. The yield is 0.730. The catalyst is C(Cl)Cl. (7) The catalyst is O1CCCC1. The yield is 0.873. The reactants are [CH:1]1([CH2:4][N:5]([C:13]2[C:14]([CH2:22][CH3:23])=[N:15][N:16]3[CH:21]=[CH:20][CH:19]=[CH:18][C:17]=23)[CH2:6][CH:7]2[CH2:12][CH2:11][O:10][CH2:9][CH2:8]2)[CH2:3][CH2:2]1.FC1C([I:31])=C(F)C(F)=C(F)C=1F.O.C1COCC1. The product is [CH:1]1([CH2:4][N:5]([C:13]2[C:14]([CH2:22][CH3:23])=[N:15][N:16]3[C:21]([I:31])=[CH:20][CH:19]=[CH:18][C:17]=23)[CH2:6][CH:7]2[CH2:12][CH2:11][O:10][CH2:9][CH2:8]2)[CH2:3][CH2:2]1.